This data is from Forward reaction prediction with 1.9M reactions from USPTO patents (1976-2016). The task is: Predict the product of the given reaction. (1) Given the reactants CC(C)([O-])C.[K+].Cl.[F:8][C:9]1[CH:10]=[C:11]2[C:16](=[CH:17][CH:18]=1)[CH2:15][NH:14][CH2:13][CH2:12]2.Br[C:20]1[CH:25]=[C:24]([CH3:26])[C:23]([NH:27][C:28](=[O:34])[CH2:29][C:30]([CH3:33])([CH3:32])[CH3:31])=[C:22]([CH3:35])[CH:21]=1, predict the reaction product. The product is: [F:8][C:9]1[CH:10]=[C:11]2[C:16](=[CH:17][CH:18]=1)[CH2:15][N:14]([C:20]1[CH:25]=[C:24]([CH3:26])[C:23]([NH:27][C:28](=[O:34])[CH2:29][C:30]([CH3:31])([CH3:32])[CH3:33])=[C:22]([CH3:35])[CH:21]=1)[CH2:13][CH2:12]2. (2) Given the reactants [C:1]([C:4]1[C:5]([O-:14])=[N:6][C:7]([C:10]([F:13])([F:12])[F:11])=[CH:8][CH:9]=1)(=[O:3])[CH3:2].[Na+].N1C[CH2:19][CH2:18][CH2:17]1, predict the reaction product. The product is: [CH3:17][C:18]1([CH3:19])[O:14][C:5]2=[N:6][C:7]([C:10]([F:12])([F:11])[F:13])=[CH:8][CH:9]=[C:4]2[C:1](=[O:3])[CH2:2]1. (3) The product is: [F:1][C:2]1[CH:7]=[CH:6][CH:5]=[CH:4][C:3]=1[C@@H:8]([N:20]1[CH2:25][CH2:24][CH2:23][CH2:22][CH2:21]1)[C:9]([OH:11])=[O:10]. Given the reactants [F:1][C:2]1[CH:7]=[CH:6][CH:5]=[CH:4][C:3]=1[C@@H:8]([N:20]1[CH2:25][CH2:24][CH2:23][CH2:22][CH2:21]1)[C:9]([O:11][C@H](C1C=CC=CC=1)C)=[O:10], predict the reaction product. (4) Given the reactants [F:1][C:2]1[CH:7]=[C:6]([C:8]2[CH:9]=[C:10]3[C:16]([C:17]4[CH:18]=[N:19][N:20]([CH2:22][C:23]5[CH:28]=[CH:27][CH:26]=[C:25]([F:29])[CH:24]=5)[CH:21]=4)=[CH:15][NH:14][C:11]3=[N:12][CH:13]=2)[CH:5]=[CH:4][C:3]=1[N:30]1[CH2:35][CH2:34][N:33](C(OC(C)(C)C)=O)[CH2:32][CH2:31]1, predict the reaction product. The product is: [F:1][C:2]1[CH:7]=[C:6]([C:8]2[CH:9]=[C:10]3[C:16]([C:17]4[CH:18]=[N:19][N:20]([CH2:22][C:23]5[CH:28]=[CH:27][CH:26]=[C:25]([F:29])[CH:24]=5)[CH:21]=4)=[CH:15][NH:14][C:11]3=[N:12][CH:13]=2)[CH:5]=[CH:4][C:3]=1[N:30]1[CH2:35][CH2:34][NH:33][CH2:32][CH2:31]1. (5) Given the reactants [CH:1]([C:4]1[CH:9]=[CH:8][C:7]([OH:10])=[CH:6][CH:5]=1)([CH3:3])[CH3:2].[I:11]N1C(=O)CCC1=O.CC1[CH:21]=[CH:22][C:23]([S:26]([OH:29])(=O)=[O:27])=CC=1.C(Cl)[Cl:31], predict the reaction product. The product is: [CH:1]([C:4]1[CH:5]=[CH:6][C:7]2[O:10][C:23]([S:26]([Cl:31])(=[O:29])=[O:27])=[C:22]([CH3:21])[C:8]=2[CH:9]=1)([CH3:3])[CH3:2].[I:11][C:6]1[CH:5]=[C:4]([CH:1]([CH3:3])[CH3:2])[CH:9]=[CH:8][C:7]=1[OH:10]. (6) Given the reactants [N:1]1[CH:6]=[CH:5][CH:4]=[CH:3][C:2]=1[C:7]1[S:11][C:10]([C:12]2[CH:13]=[N:14][CH:15]=[CH:16][CH:17]=2)=[N:9][CH:8]=1.[Cl:18]N1C(=O)CCC1=O, predict the reaction product. The product is: [Cl:18][C:8]1[N:9]=[C:10]([C:12]2[CH:13]=[N:14][CH:15]=[CH:16][CH:17]=2)[S:11][C:7]=1[C:2]1[CH:3]=[CH:4][CH:5]=[CH:6][N:1]=1. (7) Given the reactants [C:1]([O:5][C:6]([N:8]1[CH2:11][CH:10]([OH:12])[CH2:9]1)=[O:7])([CH3:4])([CH3:3])[CH3:2].[CH3:13][S:14](Cl)(=[O:16])=[O:15].C(N(CC)CC)C, predict the reaction product. The product is: [C:1]([O:5][C:6]([N:8]1[CH2:11][CH:10]([O:12][S:14]([CH3:13])(=[O:16])=[O:15])[CH2:9]1)=[O:7])([CH3:4])([CH3:2])[CH3:3].